Dataset: Full USPTO retrosynthesis dataset with 1.9M reactions from patents (1976-2016). Task: Predict the reactants needed to synthesize the given product. (1) Given the product [CH3:20][C:16]1([CH3:19])[CH2:15][O:14][B:13]([C:23]2[CH:28]=[CH:27][C:26]([N:29]([CH2:37][CH:38]([CH3:40])[CH3:39])[C@@H:30]3[CH2:35][C@@H:34]4[CH2:36][C@H:31]3[CH2:32][CH2:33]4)=[C:25]([N+:41]([O-:43])=[O:42])[CH:24]=2)[O:18][CH2:17]1, predict the reactants needed to synthesize it. The reactants are: C([O-])(=O)C.[K+].CC1(C)OCB([B:13]2[O:18][CH2:17][C:16]([CH3:20])([CH3:19])[CH2:15][O:14]2)CO1.Br[C:23]1[CH:28]=[CH:27][C:26]([N:29]([CH2:37][CH:38]([CH3:40])[CH3:39])[C@@H:30]2[CH2:35][C@@H:34]3[CH2:36][C@H:31]2[CH2:32][CH2:33]3)=[C:25]([N+:41]([O-:43])=[O:42])[CH:24]=1. (2) Given the product [Br:23][C:16]1[CH2:17][C:18]2[C:14]([CH:15]=1)=[C:13]([C:6]1[CH:7]=[C:8]([CH:10]([CH3:12])[CH3:11])[CH:9]=[C:4]([CH:1]([CH3:2])[CH3:3])[CH:5]=1)[C:21]([CH3:22])=[CH:20][CH:19]=2, predict the reactants needed to synthesize it. The reactants are: [CH:1]([C:4]1[CH:5]=[C:6]([C:13]2[C:21]([CH3:22])=[CH:20][CH:19]=[C:18]3[C:14]=2[CH:15]=[CH:16][CH2:17]3)[CH:7]=[C:8]([CH:10]([CH3:12])[CH3:11])[CH:9]=1)([CH3:3])[CH3:2].[Br:23]N1C(=O)CCC1=O.O.C1(C)C=CC(S(O)(=O)=O)=CC=1.